This data is from Full USPTO retrosynthesis dataset with 1.9M reactions from patents (1976-2016). The task is: Predict the reactants needed to synthesize the given product. (1) The reactants are: Cl.[Br:2][C:3]1[CH:20]=[C:19](/[CH:21]=[CH:22]/[CH:23]([C:28]2[CH:33]=[C:32]([Cl:34])[C:31]([Cl:35])=[C:30]([Cl:36])[CH:29]=2)[C:24]([F:27])([F:26])[F:25])[CH:18]=[CH:17][C:4]=1[C:5]([NH:7][N:8](C)[C:9](OC(C)(C)C)=O)=[O:6]. Given the product [Br:2][C:3]1[CH:20]=[C:19](/[CH:21]=[CH:22]/[CH:23]([C:28]2[CH:29]=[C:30]([Cl:36])[C:31]([Cl:35])=[C:32]([Cl:34])[CH:33]=2)[C:24]([F:26])([F:27])[F:25])[CH:18]=[CH:17][C:4]=1[C:5]([NH:7][NH:8][CH3:9])=[O:6], predict the reactants needed to synthesize it. (2) Given the product [F:50][C:51]1[CH:52]=[C:53]([C:58]([NH:61][C:32](=[O:34])[C:31](=[CH:35][C:36]2[CH:41]=[CH:40][C:39]([N:42]3[CH:46]=[C:45]([CH3:47])[N:44]=[CH:43]3)=[C:38]([O:48][CH3:49])[CH:37]=2)[CH2:30][CH2:29][CH2:28][Cl:27])([CH3:59])[CH3:60])[CH:54]=[CH:55][C:56]=1[F:57], predict the reactants needed to synthesize it. The reactants are: C(N(C(C)C)CC)(C)C.C1C=CC2N(O)N=NC=2C=1.FC(F)(F)C(O)=O.[Cl:27][CH2:28][CH2:29][CH2:30][C:31](=[CH:35][C:36]1[CH:41]=[CH:40][C:39]([N:42]2[CH:46]=[C:45]([CH3:47])[N:44]=[CH:43]2)=[C:38]([O:48][CH3:49])[CH:37]=1)[C:32]([OH:34])=O.[F:50][C:51]1[CH:52]=[C:53]([C:58]([NH2:61])([CH3:60])[CH3:59])[CH:54]=[CH:55][C:56]=1[F:57].